Dataset: Full USPTO retrosynthesis dataset with 1.9M reactions from patents (1976-2016). Task: Predict the reactants needed to synthesize the given product. (1) The reactants are: I[C:2]1[N:6]2[N:7]=[C:8]([C:11]3[CH:16]=[CH:15][C:14]([C:17]([N:19]4[CH2:24][CH2:23][N:22]([CH3:25])[CH2:21][CH2:20]4)=[O:18])=[CH:13][CH:12]=3)[CH:9]=[CH:10][C:5]2=[N:4][CH:3]=1.[C:26]([C:28]1[CH:36]=[CH:35][C:31]2[NH:32][CH:33]=[N:34][C:30]=2[CH:29]=1)#[CH:27].CCN(C(C)C)C(C)C. Given the product [NH:32]1[C:31]2[CH:35]=[CH:36][C:28]([C:26]#[C:27][C:2]3[N:6]4[N:7]=[C:8]([C:11]5[CH:12]=[CH:13][C:14]([C:17]([N:19]6[CH2:24][CH2:23][N:22]([CH3:25])[CH2:21][CH2:20]6)=[O:18])=[CH:15][CH:16]=5)[CH:9]=[CH:10][C:5]4=[N:4][CH:3]=3)=[CH:29][C:30]=2[N:34]=[CH:33]1, predict the reactants needed to synthesize it. (2) Given the product [CH2:39]([O:41][C:20](=[O:29])[NH:17][C:7]1[CH:6]=[CH:5][C:4]2[C:9](=[CH:10][CH:11]=[C:2]([F:1])[CH:3]=2)[CH:8]=1)[CH3:40], predict the reactants needed to synthesize it. The reactants are: [F:1][C:2]1[CH:3]=[C:4]2[C:9](=[CH:10][CH:11]=1)[CH:8]=[C:7](C(O)=O)[CH:6]=[CH:5]2.C([N:17]([CH2:20]C)CC)C.C1C=CC(P(N=[N+]=[N-])(C2C=CC=CC=2)=[O:29])=CC=1.[CH2:39]([OH:41])[CH3:40]. (3) Given the product [CH3:35][O:34][C:31]([C:2]1[CH:3]=[CH:4][C:5]2[CH2:10][O:9][CH2:8][N:7]([S:11]([C:14]3[CH:19]=[C:18]([Cl:20])[CH:17]=[CH:16][C:15]=3[O:21][CH3:22])(=[O:13])=[O:12])[C:6]=2[CH:23]=1)=[O:33], predict the reactants needed to synthesize it. The reactants are: Br[C:2]1[CH:3]=[CH:4][C:5]2[CH2:10][O:9][CH2:8][N:7]([S:11]([C:14]3[CH:19]=[C:18]([Cl:20])[CH:17]=[CH:16][C:15]=3[O:21][CH3:22])(=[O:13])=[O:12])[C:6]=2[CH:23]=1.C(N(CC)CC)C.[C:31]([O:34][CH2:35]C)(=[O:33])C. (4) Given the product [F:32][C:22]1[CH:23]=[C:24]([C:28]([OH:31])([CH3:30])[CH3:29])[CH:25]=[C:26]([F:27])[C:21]=1[C:15]1[S:14][C:13]([NH:12][C:2]2[CH:7]=[CH:6][CH:5]=[C:4]([CH2:8][CH2:9][O:10][CH3:11])[N:3]=2)=[C:17]([C:18]([NH2:20])=[O:19])[CH:16]=1, predict the reactants needed to synthesize it. The reactants are: Br[C:2]1[CH:7]=[CH:6][CH:5]=[C:4]([CH2:8][CH2:9][O:10][CH3:11])[N:3]=1.[NH2:12][C:13]1[S:14][C:15]([C:21]2[C:26]([F:27])=[CH:25][C:24]([C:28]([OH:31])([CH3:30])[CH3:29])=[CH:23][C:22]=2[F:32])=[CH:16][C:17]=1[C:18]([NH2:20])=[O:19].